From a dataset of Peptide-MHC class II binding affinity with 134,281 pairs from IEDB. Regression. Given a peptide amino acid sequence and an MHC pseudo amino acid sequence, predict their binding affinity value. This is MHC class II binding data. (1) The peptide sequence is MGEAVQNTVEDLKLN. The MHC is HLA-DPA10301-DPB10402 with pseudo-sequence HLA-DPA10301-DPB10402. The binding affinity (normalized) is 0.149. (2) The binding affinity (normalized) is 0.777. The MHC is DRB5_0101 with pseudo-sequence DRB5_0101. The peptide sequence is GELQIVDKIDAAKKI.